Dataset: Reaction yield outcomes from USPTO patents with 853,638 reactions. Task: Predict the reaction yield, written as a fraction of the theoretical maximum amount of product (1.0 means a 100% yield; for example, 0.34 means a 34% yield). (1) The reactants are [C:1]([C:3]1[CH:4]=[N:5][N:6]2[CH:11]=[CH:10][C:9]([C:12]3[CH:20]=[CH:19][C:15]([C:16]([OH:18])=O)=[CH:14][CH:13]=3)=[N:8][C:7]=12)#[CH:2].C[N:22]1[CH2:27][CH2:26][O:25][CH2:24][CH2:23]1.CN(C(ON1N=NC2C=CC=NC1=2)=[N+](C)C)C.F[P-](F)(F)(F)(F)F.N1CCOCC1. The catalyst is CN(C=O)C.CCOC(C)=O. The product is [C:1]([C:3]1[CH:4]=[N:5][N:6]2[CH:11]=[CH:10][C:9]([C:12]3[CH:13]=[CH:14][C:15]([C:16]([N:22]4[CH2:27][CH2:26][O:25][CH2:24][CH2:23]4)=[O:18])=[CH:19][CH:20]=3)=[N:8][C:7]=12)#[CH:2]. The yield is 0.510. (2) The yield is 0.740. The reactants are C[O:2][C:3]([C:5]1[C:10]([Cl:11])=[CH:9][N:8]=[C:7]([NH:12][C:13]2[CH:18]=[CH:17][CH:16]=[CH:15][CH:14]=2)[N:6]=1)=[O:4].Cl. The catalyst is [OH-].[Na+]. The product is [Cl:11][C:10]1[C:5]([C:3]([OH:4])=[O:2])=[N:6][C:7]([NH:12][C:13]2[CH:18]=[CH:17][CH:16]=[CH:15][CH:14]=2)=[N:8][CH:9]=1. (3) The catalyst is CN(C=O)C. The reactants are [CH:1]([C:4]1[C:8]2[CH:9]=[CH:10][CH:11]=[CH:12][C:7]=2[O:6][C:5]=1[CH2:13][NH:14][CH3:15])([CH3:3])[CH3:2].Cl.C[C:18]1(C)[O:23][C:22]2[CH:24]=[C:25]([CH:28]=[CH:29][C:30]([OH:32])=O)[CH:26]=[N:27][C:21]=2[NH:20][CH2:19]1.CN(C)CCCN=C=NCC.[OH2:45]. The product is [CH:1]([C:4]1[C:8]2[CH:9]=[CH:10][CH:11]=[CH:12][C:7]=2[O:6][C:5]=1[CH2:13][N:14]([CH3:15])[C:30](=[O:32])/[CH:29]=[CH:28]/[C:25]1[CH:26]=[N:27][C:21]2[NH:20][C:19](=[O:45])[CH2:18][O:23][C:22]=2[CH:24]=1)([CH3:3])[CH3:2]. The yield is 0.0700. (4) The product is [NH2:7][CH:8]([C:10]1[CH:11]=[C:12]([N:18]2[CH2:23][CH2:22][O:21][C@H:20]([CH2:24][OH:25])[CH2:19]2)[CH:13]=[CH:14][CH:15]=1)[CH3:9]. The reactants are C(OC(=O)[NH:7][C@H:8]([C:10]1[CH:15]=[CH:14][CH:13]=[C:12](Br)[CH:11]=1)[CH3:9])(C)(C)C.[NH:18]1[CH2:23][CH2:22][O:21][CH:20]([CH2:24][OH:25])[CH2:19]1.C(P(C(C)(C)C)C1C=CC=CC=1C1C=CC=CC=1)(C)(C)C.CC(C)([O-])C.[Na+]. The yield is 0.390. The catalyst is C1(C)C=CC=CC=1.C([O-])(=O)C.[Pd+2].C([O-])(=O)C. (5) The reactants are CC(C)([O-])C.[K+].[Cl:7][C:8]1[C:9]([C:17]([O:19][CH2:20][CH3:21])=[O:18])=[CH:10][C:11]2[N:15]=[CH:14][NH:13][C:12]=2[CH:16]=1.[C:22]([O:26][C:27]([N:29]1[C:34]([CH3:36])([CH3:35])[CH2:33][CH2:32]OS1(=O)=O)=[O:28])([CH3:25])([CH3:24])[CH3:23].O. The catalyst is CN(C)C=O. The product is [C:22]([O:26][C:27]([NH:29][C:34]([CH3:35])([CH3:36])[CH2:33][CH2:32][N:13]1[C:12]2[CH:16]=[C:8]([Cl:7])[C:9]([C:17]([O:19][CH2:20][CH3:21])=[O:18])=[CH:10][C:11]=2[N:15]=[CH:14]1)=[O:28])([CH3:25])([CH3:24])[CH3:23]. The yield is 0.220. (6) The reactants are [O:1]([C:8]1[CH:30]=[CH:29][C:11]([O:12][C:13]2[CH:14]=[C:15]([CH:26]=[CH:27][CH:28]=2)[O:16][C:17]2[CH:22]=[CH:21][C:20]([CH2:23][CH2:24][OH:25])=[CH:19][CH:18]=2)=[CH:10][CH:9]=1)[C:2]1[CH:7]=[CH:6][CH:5]=[CH:4][CH:3]=1.C(N(CC)CC)C.[C:38](Cl)(=[O:41])[CH:39]=[CH2:40]. The catalyst is C(Cl)Cl. The product is [C:38]([O:25][CH2:24][CH2:23][C:20]1[CH:21]=[CH:22][C:17]([O:16][C:15]2[CH:26]=[CH:27][CH:28]=[C:13]([O:12][C:11]3[CH:29]=[CH:30][C:8]([O:1][C:2]4[CH:7]=[CH:6][CH:5]=[CH:4][CH:3]=4)=[CH:9][CH:10]=3)[CH:14]=2)=[CH:18][CH:19]=1)(=[O:41])[CH:39]=[CH2:40]. The yield is 0.810. (7) The reactants are [C:1]([C:4]1[C:5]([O:24][CH3:25])=[C:6]([CH:13]2[CH2:16][N:15]([C:17]([O:19][C:20]([CH3:23])([CH3:22])[CH3:21])=[O:18])[CH2:14]2)[C:7]([C:11]#[N:12])=[C:8]([CH3:10])[CH:9]=1)(=[O:3])[CH3:2].[BH4-].[Na+]. The catalyst is CO.C(OCC)(=O)C.O. The product is [C:11]([C:7]1[C:8]([CH3:10])=[CH:9][C:4]([CH:1]([OH:3])[CH3:2])=[C:5]([O:24][CH3:25])[C:6]=1[CH:13]1[CH2:14][N:15]([C:17]([O:19][C:20]([CH3:21])([CH3:23])[CH3:22])=[O:18])[CH2:16]1)#[N:12]. The yield is 0.990. (8) The reactants are [CH3:1][O:2][C:3](=[O:12])[C:4]1[CH:9]=[CH:8][CH:7]=[C:6]([CH:10]=O)[CH:5]=1.[F:13][C:14]([F:50])([F:49])[C:15]1[CH:16]=[C:17]([CH:42]=[C:43]([C:45]([F:48])([F:47])[F:46])[CH:44]=1)[CH2:18][N:19]([C:36]1[N:37]=[N:38][N:39]([CH3:41])[N:40]=1)[C@H:20]1[CH2:26][CH2:25][CH2:24][NH:23][C:22]2[CH:27]=[C:28]([C:32]([F:35])([F:34])[F:33])[C:29]([CH3:31])=[CH:30][C:21]1=2.C(O[BH-](OC(=O)C)OC(=O)C)(=O)C.[Na+]. The catalyst is C(O)(=O)C.ClCCCl.C(Cl)Cl. The product is [CH3:1][O:2][C:3](=[O:12])[C:4]1[CH:9]=[CH:8][CH:7]=[C:6]([CH2:10][N:23]2[CH2:24][CH2:25][CH2:26][C@H:20]([N:19]([CH2:18][C:17]3[CH:42]=[C:43]([C:45]([F:48])([F:47])[F:46])[CH:44]=[C:15]([C:14]([F:13])([F:50])[F:49])[CH:16]=3)[C:36]3[N:37]=[N:38][N:39]([CH3:41])[N:40]=3)[C:21]3[CH:30]=[C:29]([CH3:31])[C:28]([C:32]([F:34])([F:33])[F:35])=[CH:27][C:22]2=3)[CH:5]=1. The yield is 0.530.